This data is from Reaction yield outcomes from USPTO patents with 853,638 reactions. The task is: Predict the reaction yield, written as a fraction of the theoretical maximum amount of product (1.0 means a 100% yield; for example, 0.34 means a 34% yield). The reactants are [CH2:1]([C:4]([CH2:11][C:12]#[CH:13])(C(O)=O)[C:5]([OH:7])=[O:6])[C:2]#[CH:3].C(=O)=O. No catalyst specified. The product is [CH2:1]([CH:4]([CH2:11][C:12]#[CH:13])[C:5]([OH:7])=[O:6])[C:2]#[CH:3]. The yield is 0.799.